From a dataset of Catalyst prediction with 721,799 reactions and 888 catalyst types from USPTO. Predict which catalyst facilitates the given reaction. (1) Reactant: [CH:1]1([N:6]2[C:11]3[N:12]=[C:13](S(C)=O)[N:14]=[CH:15][C:10]=3[CH:9]=[C:8]([CH2:19][O:20][CH2:21][CH3:22])[C:7]2=[O:23])[CH2:5][CH2:4][CH2:3][CH2:2]1.[N:24]1([C:30]2[CH:31]=[CH:32][C:33]([NH2:36])=[N:34][CH:35]=2)[CH2:29][CH2:28][O:27][CH2:26][CH2:25]1. Product: [CH:1]1([N:6]2[C:11]3[N:12]=[C:13]([NH:36][C:33]4[CH:32]=[CH:31][C:30]([N:24]5[CH2:25][CH2:26][O:27][CH2:28][CH2:29]5)=[CH:35][N:34]=4)[N:14]=[CH:15][C:10]=3[CH:9]=[C:8]([CH2:19][O:20][CH2:21][CH3:22])[C:7]2=[O:23])[CH2:5][CH2:4][CH2:3][CH2:2]1. The catalyst class is: 11. (2) Reactant: [C:1]([C:5]1[CH:10]=[CH:9][C:8]([NH:11][C:12](=[O:28])[C:13]2[CH:18]=[CH:17][C:16]([C:19]3[C:24]([N+:25]([O-])=O)=[CH:23][CH:22]=[CH:21][N:20]=3)=[CH:15][CH:14]=2)=[CH:7][CH:6]=1)([CH3:4])([CH3:3])[CH3:2].C(Cl)Cl. Product: [NH2:25][C:24]1[C:19]([C:16]2[CH:15]=[CH:14][C:13]([C:12]([NH:11][C:8]3[CH:9]=[CH:10][C:5]([C:1]([CH3:2])([CH3:3])[CH3:4])=[CH:6][CH:7]=3)=[O:28])=[CH:18][CH:17]=2)=[N:20][CH:21]=[CH:22][CH:23]=1. The catalyst class is: 50. (3) Reactant: [N:1]([CH2:4][CH2:5][CH2:6][C:7]1[C:15]2[C:10](=[CH:11][CH:12]=[C:13]([F:16])[CH:14]=2)[N:9]([S:17]([C:20]2[N:27]3[C:23]([S:24][CH:25]=[CH:26]3)=[N:22][C:21]=2[Cl:28])(=[O:19])=[O:18])[CH:8]=1)=[N+]=[N-].C1(P(C2C=CC=CC=2)C2C=CC=CC=2)C=CC=CC=1.O. Product: [Cl:28][C:21]1[N:22]=[C:23]2[N:27]([C:20]=1[S:17]([N:9]1[C:10]3[C:15](=[CH:14][C:13]([F:16])=[CH:12][CH:11]=3)[C:7]([CH2:6][CH2:5][CH2:4][NH2:1])=[CH:8]1)(=[O:18])=[O:19])[CH:26]=[CH:25][S:24]2. The catalyst class is: 1. (4) Reactant: C(OC(=O)[NH:7][C:8]1[CH:13]=[C:12]([N:14]2[CH2:19][CH2:18][CH2:17][CH2:16][CH2:15]2)[C:11]([Cl:20])=[CH:10][C:9]=1[NH:21][C:22](=[O:45])[CH2:23][C:24](=O)[C:25]1[CH:30]=[CH:29][CH:28]=[C:27]([N:31]2[C:35]([CH2:36][O:37]C3CCCCO3)=[CH:34][N:33]=[N:32]2)[CH:26]=1)(C)(C)C.C(O)(C(F)(F)F)=O. Product: [Cl:20][C:11]1[C:12]([N:14]2[CH2:19][CH2:18][CH2:17][CH2:16][CH2:15]2)=[CH:13][C:8]2[N:7]=[C:24]([C:25]3[CH:30]=[CH:29][CH:28]=[C:27]([N:31]4[C:35]([CH2:36][OH:37])=[CH:34][N:33]=[N:32]4)[CH:26]=3)[CH2:23][C:22](=[O:45])[NH:21][C:9]=2[CH:10]=1. The catalyst class is: 2. (5) Reactant: [C:1]1([NH:9][O:8][N:7]=[C:6]1[NH2:10])=[C:2](Cl)[N:3]=[O:4].[CH3:11][O:12][CH2:13][CH2:14][NH2:15].C(N(CC)CC)C. Product: [NH2:10][C:6]1[C:1]([C:2](=[N:3][OH:4])[NH:15][CH2:14][CH2:13][O:12][CH3:11])=[N:9][O:8][N:7]=1. The catalyst class is: 13.